Dataset: Forward reaction prediction with 1.9M reactions from USPTO patents (1976-2016). Task: Predict the product of the given reaction. (1) Given the reactants [F:1][C:2]1[CH:7]=[CH:6][C:5]([N:8]2[CH2:13][CH2:12][N:11]([CH2:14][C:15]3[CH:20]=[CH:19][C:18]([C:21]4(C(O)=O)[CH2:23][CH2:22]4)=[CH:17][CH:16]=3)[CH2:10][CH2:9]2)=[CH:4][CH:3]=1.C(Cl)(=O)[O:28][CH2:29][CH3:30].[N-:33]=[N+]=[N-].[Na+].C[Mg]I.[Cl-].[NH4+], predict the reaction product. The product is: [F:1][C:2]1[CH:7]=[CH:6][C:5]([N:8]2[CH2:9][CH2:10][N:11]([CH2:14][C:15]3[CH:20]=[CH:19][C:18]([C:21]4([NH:33][C:29](=[O:28])[CH3:30])[CH2:22][CH2:23]4)=[CH:17][CH:16]=3)[CH2:12][CH2:13]2)=[CH:4][CH:3]=1. (2) Given the reactants C(OC([N:8]1[CH2:13][CH2:12][NH:11][CH:10]([CH3:14])[CH2:9]1)=O)(C)(C)C.Br[C:16]1[CH:17]=[CH:18][C:19]([Cl:26])=[C:20]([C:22]([F:25])([F:24])[F:23])[CH:21]=1.CC(C)([O-])C.[Na+], predict the reaction product. The product is: [ClH:26].[Cl:26][C:19]1[CH:18]=[CH:17][C:16]([N:11]2[CH2:12][CH2:13][NH:8][CH2:9][CH:10]2[CH3:14])=[CH:21][C:20]=1[C:22]([F:23])([F:24])[F:25]. (3) Given the reactants Br[C:2]1[CH:10]=[C:9]2[C:5]([C:6]([C:19]3[N:20]([CH2:36][O:37][CH2:38][CH2:39][Si:40]([CH3:43])([CH3:42])[CH3:41])[C:21]4[C:22]([N:35]=3)=[CH:23][C:24]3[C:25]([CH3:34])([CH3:33])[C:26](=[O:32])[N:27]([CH2:30][CH3:31])[C:28]=3[CH:29]=4)=[N:7][N:8]2[CH2:11][O:12][CH2:13][CH2:14][Si:15]([CH3:18])([CH3:17])[CH3:16])=[CH:4][CH:3]=1.[B:44]1([B:44]2[O:48][C:47]([CH3:50])([CH3:49])[C:46]([CH3:52])([CH3:51])[O:45]2)[O:48][C:47]([CH3:50])([CH3:49])[C:46]([CH3:52])([CH3:51])[O:45]1.C([O-])(=O)C.[K+], predict the reaction product. The product is: [CH2:30]([N:27]1[C:28]2[CH:29]=[C:21]3[N:20]([CH2:36][O:37][CH2:38][CH2:39][Si:40]([CH3:43])([CH3:42])[CH3:41])[C:19]([C:6]4[C:5]5[C:9](=[CH:10][C:2]([B:44]6[O:48][C:47]([CH3:50])([CH3:49])[C:46]([CH3:52])([CH3:51])[O:45]6)=[CH:3][CH:4]=5)[N:8]([CH2:11][O:12][CH2:13][CH2:14][Si:15]([CH3:17])([CH3:18])[CH3:16])[N:7]=4)=[N:35][C:22]3=[CH:23][C:24]=2[C:25]([CH3:33])([CH3:34])[C:26]1=[O:32])[CH3:31]. (4) Given the reactants [F:1][C:2]1[C:7]([F:8])=[CH:6][C:5]([F:9])=[C:4]([F:10])[C:3]=1[OH:11].C(=O)([O-])[O-].[K+].[K+].Br[CH2:19][CH2:20][CH2:21][CH2:22][CH2:23][CH2:24][CH2:25][CH2:26][CH2:27][CH3:28].O, predict the reaction product. The product is: [CH2:19]([O:11][C:3]1[C:2]([F:1])=[C:7]([F:8])[CH:6]=[C:5]([F:9])[C:4]=1[F:10])[CH2:20][CH2:21][CH2:22][CH2:23][CH2:24][CH2:25][CH2:26][CH2:27][CH3:28]. (5) Given the reactants [O:1]1[C:5]2=[C:6]([NH2:10])[N:7]=[CH:8][CH:9]=[C:4]2[CH:3]=[CH:2]1.[C:11](O[C:11]([O:13][C:14]([CH3:17])([CH3:16])[CH3:15])=[O:12])([O:13][C:14]([CH3:17])([CH3:16])[CH3:15])=[O:12].[OH2:26], predict the reaction product. The product is: [O:1]1[C:5]2=[C:6]([N:10]([C:11]([O:13][C:14]([CH3:17])([CH3:16])[CH3:15])=[O:12])[C:11]([O:13][C:14]([CH3:17])([CH3:16])[CH3:15])=[O:26])[N:7]=[CH:8][CH:9]=[C:4]2[CH:3]=[CH:2]1. (6) Given the reactants [CH3:1][NH:2][CH:3]([C:5]1[CH:6]=[C:7]([CH:10]=[CH:11][CH:12]=1)[C:8]#[N:9])[CH3:4].Br[CH:14]([CH3:19])[C:15]([O:17][CH3:18])=[O:16], predict the reaction product. The product is: [C:8]([C:7]1[CH:6]=[C:5]([CH:3]([N:2]([CH3:1])[C@H:14]([C:15]([O:17][CH3:18])=[O:16])[CH3:19])[CH3:4])[CH:12]=[CH:11][CH:10]=1)#[N:9].